This data is from Peptide-MHC class II binding affinity with 134,281 pairs from IEDB. The task is: Regression. Given a peptide amino acid sequence and an MHC pseudo amino acid sequence, predict their binding affinity value. This is MHC class II binding data. The peptide sequence is VCGRMVAVQPLDGAL. The binding affinity (normalized) is 0.696. The MHC is H-2-IAd with pseudo-sequence H-2-IAd.